Dataset: Reaction yield outcomes from USPTO patents with 853,638 reactions. Task: Predict the reaction yield, written as a fraction of the theoretical maximum amount of product (1.0 means a 100% yield; for example, 0.34 means a 34% yield). The product is [F:31][C:30]1[CH:29]=[CH:28][C:27]([C:2]2[C:3]3[CH2:16][CH2:15][N:14]([C:17]4[CH:22]=[CH:21][N:20]=[CH:19][CH:18]=4)[C:4]=3[N:5]=[C:6]([N:8]3[CH2:13][CH2:12][O:11][CH2:10][CH2:9]3)[N:7]=2)=[CH:26][C:25]=1[C:23]#[N:24]. The yield is 0.120. The reactants are Cl[C:2]1[C:3]2[CH2:16][CH2:15][N:14]([C:17]3[CH:22]=[CH:21][N:20]=[CH:19][CH:18]=3)[C:4]=2[N:5]=[C:6]([N:8]2[CH2:13][CH2:12][O:11][CH2:10][CH2:9]2)[N:7]=1.[C:23]([C:25]1[CH:26]=[C:27](B(O)O)[CH:28]=[CH:29][C:30]=1[F:31])#[N:24].COC1C=CC=C(OC)C=1C1C=CC=CC=1P(C1CCCCC1)C1CCCCC1.[OH-].[Na+]. The catalyst is C([O-])(=O)C.[Pd+2].C([O-])(=O)C.C(O)(C)(C)C.